This data is from Ames mutagenicity test results for genotoxicity prediction. The task is: Regression/Classification. Given a drug SMILES string, predict its toxicity properties. Task type varies by dataset: regression for continuous values (e.g., LD50, hERG inhibition percentage) or binary classification for toxic/non-toxic outcomes (e.g., AMES mutagenicity, cardiotoxicity, hepatotoxicity). Dataset: ames. (1) The drug is S=C1NCCN1. The result is 1 (mutagenic). (2) The compound is O=[N+]([O-])c1cc2c([nH]c3ccccc32)c([N+](=O)[O-])c1O. The result is 1 (mutagenic). (3) The drug is CC1=CC2c3cccc4[nH]cc(c34)CC2N(C)C1. The result is 1 (mutagenic). (4) The compound is Fc1cnc2c(ccc3ncc(F)cc32)c1. The result is 0 (non-mutagenic). (5) The drug is CC(C)(CO)CO. The result is 0 (non-mutagenic). (6) The molecule is C1=c2ccccc2=C2Cc3ccccc3C3=C4OC4=C1C32. The result is 1 (mutagenic).